Dataset: Reaction yield outcomes from USPTO patents with 853,638 reactions. Task: Predict the reaction yield, written as a fraction of the theoretical maximum amount of product (1.0 means a 100% yield; for example, 0.34 means a 34% yield). (1) The reactants are Br[C:2]1[CH:7]=[CH:6][CH:5]=[C:4]([F:8])[CH:3]=1.CON(C)[C:12]([C@@H:14]1[CH2:19][CH2:18][CH2:17][N:16]([C:20]([O:22][C:23]([CH3:26])([CH3:25])[CH3:24])=[O:21])[CH2:15]1)=[O:13]. The catalyst is C1COCC1. The product is [F:8][C:4]1[CH:3]=[C:2]([CH:7]=[CH:6][CH:5]=1)[C:12]([C@@H:14]1[CH2:19][CH2:18][CH2:17][N:16]([C:20]([O:22][C:23]([CH3:26])([CH3:25])[CH3:24])=[O:21])[CH2:15]1)=[O:13]. The yield is 1.00. (2) The reactants are [N:1]1[CH:6]=[CH:5][C:4]([CH2:7][C:8]([O:10][CH2:11][CH3:12])=[O:9])=[CH:3][CH:2]=1.C(O[CH:16](OCC)[N:17]([CH3:19])[CH3:18])C. The catalyst is CN(C=O)C. The product is [CH3:16][N:17]([CH3:19])[CH:18]=[C:7]([C:4]1[CH:5]=[CH:6][N:1]=[CH:2][CH:3]=1)[C:8]([O:10][CH2:11][CH3:12])=[O:9]. The yield is 0.760. (3) The reactants are [Cl:1][C:2]1[CH:7]=[CH:6][C:5]([C:8]2[C:12]([CH2:13][O:14][C:15]3[CH:23]=[CH:22][C:18]([C:19]([OH:21])=O)=[CH:17][N:16]=3)=[CH:11][O:10][N:9]=2)=[CH:4][CH:3]=1.[NH2:24][CH:25]1[CH2:28][N:27]([C:29]([O:31][C:32]([CH3:35])([CH3:34])[CH3:33])=[O:30])[CH2:26]1. No catalyst specified. The product is [C:32]([O:31][C:29]([N:27]1[CH2:28][CH:25]([NH:24][C:19]([C:18]2[CH:17]=[N:16][C:15]([O:14][CH2:13][C:12]3[C:8]([C:5]4[CH:4]=[CH:3][C:2]([Cl:1])=[CH:7][CH:6]=4)=[N:9][O:10][CH:11]=3)=[CH:23][CH:22]=2)=[O:21])[CH2:26]1)=[O:30])([CH3:35])([CH3:33])[CH3:34]. The yield is 0.680. (4) The reactants are [CH:1]([C:4]1[CH:9]=[CH:8][C:7]([CH2:10][C:11]#[N:12])=[CH:6][CH:5]=1)([CH3:3])[CH3:2].[CH3:13][Si]([N-][Si](C)(C)C)(C)C.[Li+].IC. The catalyst is O1CCCC1. The product is [CH:1]([C:4]1[CH:5]=[CH:6][C:7]([CH:10]([CH3:13])[C:11]#[N:12])=[CH:8][CH:9]=1)([CH3:3])[CH3:2]. The yield is 0.730. (5) The product is [F:61][C:46]1[C:45]([C:65]2[NH:64][C:63]([CH3:62])=[C:67]([C:68]([O:70][CH2:71][CH3:72])=[O:69])[CH:66]=2)=[C:54]2[C:49](=[CH:48][CH:47]=1)[N:50]=[C:51]([CH3:60])[C:52]([NH:55][C:56]1([CH3:59])[CH2:58][CH2:57]1)=[N:53]2. The catalyst is O1CCOCC1.O.C1C=CC(/C=C/C(/C=C/C2C=CC=CC=2)=O)=CC=1.C1C=CC(/C=C/C(/C=C/C2C=CC=CC=2)=O)=CC=1.C1C=CC(/C=C/C(/C=C/C2C=CC=CC=2)=O)=CC=1.[Pd].[Pd]. The yield is 0.410. The reactants are CC(C1C=C(C(C)C)C(C2C=CC=CC=2P(C2CCCCC2)C2CCCCC2)=C(C(C)C)C=1)C.O.[O-]P([O-])([O-])=O.[K+].[K+].[K+].Br[C:45]1[C:46]([F:61])=[CH:47][CH:48]=[C:49]2[C:54]=1[N:53]=[C:52]([NH:55][C:56]1([CH3:59])[CH2:58][CH2:57]1)[C:51]([CH3:60])=[N:50]2.[CH3:62][C:63]1[NH:64][C:65](B2OC(C)(C)C(C)(C)O2)=[CH:66][C:67]=1[C:68]([O:70][CH2:71][CH3:72])=[O:69].